This data is from NCI-60 drug combinations with 297,098 pairs across 59 cell lines. The task is: Regression. Given two drug SMILES strings and cell line genomic features, predict the synergy score measuring deviation from expected non-interaction effect. (1) Drug 1: CC1=C(N=C(N=C1N)C(CC(=O)N)NCC(C(=O)N)N)C(=O)NC(C(C2=CN=CN2)OC3C(C(C(C(O3)CO)O)O)OC4C(C(C(C(O4)CO)O)OC(=O)N)O)C(=O)NC(C)C(C(C)C(=O)NC(C(C)O)C(=O)NCCC5=NC(=CS5)C6=NC(=CS6)C(=O)NCCC[S+](C)C)O. Drug 2: CS(=O)(=O)OCCCCOS(=O)(=O)C. Cell line: SW-620. Synergy scores: CSS=16.6, Synergy_ZIP=-4.78, Synergy_Bliss=-1.74, Synergy_Loewe=-2.53, Synergy_HSA=-0.117. (2) Synergy scores: CSS=-2.37, Synergy_ZIP=4.89, Synergy_Bliss=-0.367, Synergy_Loewe=-8.16, Synergy_HSA=-7.89. Drug 2: C(CN)CNCCSP(=O)(O)O. Cell line: HL-60(TB). Drug 1: CN1CCC(CC1)COC2=C(C=C3C(=C2)N=CN=C3NC4=C(C=C(C=C4)Br)F)OC.